Predict the product of the given reaction. From a dataset of Forward reaction prediction with 1.9M reactions from USPTO patents (1976-2016). (1) Given the reactants [I-].[CH3:2][N+:3]1([CH3:13])[CH:11]2[CH:6]([CH2:7][CH2:8][CH2:9][CH2:10]2)[CH2:5][CH:4]1[CH3:12].[OH2:14], predict the reaction product. The product is: [OH-:14].[CH3:2][N+:3]1([CH3:13])[CH:11]2[CH:6]([CH2:7][CH2:8][CH2:9][CH2:10]2)[CH2:5][CH:4]1[CH3:12]. (2) Given the reactants Cl.[C:2]([O:6][C:7]([NH:9][CH2:10][CH2:11][CH2:12][CH2:13][C@@H:14]([C:16]([O:18][CH3:19])=[O:17])[NH2:15])=[O:8])([CH3:5])([CH3:4])[CH3:3].C(N(CC)CC)C.[C:27](O[C:27]([O:29][C:30]([CH3:33])([CH3:32])[CH3:31])=[O:28])([O:29][C:30]([CH3:33])([CH3:32])[CH3:31])=[O:28].OS([O-])(=O)=O.[K+], predict the reaction product. The product is: [C:30]([O:29][C:27]([NH:15][C@H:14]([C:16]([O:18][CH3:19])=[O:17])[CH2:13][CH2:12][CH2:11][CH2:10][NH:9][C:7]([O:6][C:2]([CH3:5])([CH3:4])[CH3:3])=[O:8])=[O:28])([CH3:33])([CH3:32])[CH3:31]. (3) The product is: [F:39][C:40]1[CH:45]=[CH:44][CH:43]=[CH:42][C:41]=1[N:46]([S:47]([C:50]1[CH:51]=[CH:52][C:53]([CH3:56])=[CH:54][CH:55]=1)(=[O:48])=[O:49])[CH2:34][CH:32]([OH:33])[CH2:31][O:30][CH:18]1[CH:17]([C:14]2[CH:13]=[CH:12][C:11]([O:10][CH2:9][CH2:8][CH2:7][O:6][CH2:5][C:4]3[CH:35]=[CH:36][CH:37]=[CH:38][C:3]=3[O:2][CH3:1])=[CH:16][CH:15]=2)[CH2:22][CH2:21][N:20]([C:23]([O:25][C:26]([CH3:29])([CH3:28])[CH3:27])=[O:24])[CH2:19]1. Given the reactants [CH3:1][O:2][C:3]1[CH:38]=[CH:37][CH:36]=[CH:35][C:4]=1[CH2:5][O:6][CH2:7][CH2:8][CH2:9][O:10][C:11]1[CH:16]=[CH:15][C:14]([CH:17]2[CH2:22][CH2:21][N:20]([C:23]([O:25][C:26]([CH3:29])([CH3:28])[CH3:27])=[O:24])[CH2:19][CH:18]2[O:30][CH2:31][CH:32]2[CH2:34][O:33]2)=[CH:13][CH:12]=1.[F:39][C:40]1[CH:45]=[CH:44][CH:43]=[CH:42][C:41]=1[NH:46][S:47]([C:50]1[CH:55]=[CH:54][C:53]([CH3:56])=[CH:52][CH:51]=1)(=[O:49])=[O:48].C(=O)([O-])[O-].[K+].[K+].[Cl-].[Li+], predict the reaction product. (4) Given the reactants [CH:1]1[C:13]2[CH:12]([CH2:14][O:15][C:16]([NH:18][C@H:19]3[CH2:23][N:22]([C:24]([O:26][C:27]([CH3:30])([CH3:29])[CH3:28])=[O:25])[C@H:21]([CH2:31][OH:32])[CH2:20]3)=[O:17])[C:11]3[C:6](=[CH:7][CH:8]=[CH:9][CH:10]=3)[C:5]=2[CH:4]=[CH:3][CH:2]=1.[CH2:33]([C:35]1[CH:40]=[CH:39][C:38]([N:41]=[C:42]=[O:43])=[CH:37][CH:36]=1)[CH3:34], predict the reaction product. The product is: [CH:10]1[C:11]2[CH:12]([CH2:14][O:15][C:16]([NH:18][C@H:19]3[CH2:23][N:22]([C:24]([O:26][C:27]([CH3:28])([CH3:29])[CH3:30])=[O:25])[C@H:21]([CH2:31][O:32][C:42](=[O:43])[NH:41][C:38]4[CH:39]=[CH:40][C:35]([CH2:33][CH3:34])=[CH:36][CH:37]=4)[CH2:20]3)=[O:17])[C:13]3[C:5](=[CH:4][CH:3]=[CH:2][CH:1]=3)[C:6]=2[CH:7]=[CH:8][CH:9]=1. (5) Given the reactants [NH:1]1[CH2:6][CH2:5][CH2:4][CH:3]([OH:7])[CH2:2]1.[C:8](OC)(=[O:23])[C:9]([C:17]1[CH:22]=[CH:21][CH:20]=[CH:19][CH:18]=1)([C:11]1[CH:16]=[CH:15][CH:14]=[CH:13][CH:12]=1)[OH:10].C[O-].[Na+].Cl, predict the reaction product. The product is: [C:8]([O:7][CH:3]1[CH2:4][CH2:5][CH2:6][NH:1][CH2:2]1)(=[O:23])[C:9]([C:11]1[CH:16]=[CH:15][CH:14]=[CH:13][CH:12]=1)([C:17]1[CH:22]=[CH:21][CH:20]=[CH:19][CH:18]=1)[OH:10]. (6) Given the reactants C(=O)([O-])[O-].[Cs+].[Cs+].[OH:7][C:8]1[CH:15]=[C:14]([O:16][CH2:17][C:18]2[C:19]([CH3:30])=[C:20]([C:24]3[CH:29]=[CH:28][CH:27]=[CH:26][CH:25]=3)[CH:21]=[CH:22][CH:23]=2)[CH:13]=[C:12]([O:31][CH3:32])[C:9]=1[CH:10]=[O:11].Br[CH2:34][C:35]1[CH:36]=[C:37]([CH:40]=[CH:41][CH:42]=1)[C:38]#[N:39], predict the reaction product. The product is: [CH:10]([C:9]1[C:12]([O:31][CH3:32])=[CH:13][C:14]([O:16][CH2:17][C:18]2[C:19]([CH3:30])=[C:20]([C:24]3[CH:25]=[CH:26][CH:27]=[CH:28][CH:29]=3)[CH:21]=[CH:22][CH:23]=2)=[CH:15][C:8]=1[O:7][CH2:34][C:35]1[CH:36]=[C:37]([CH:40]=[CH:41][CH:42]=1)[C:38]#[N:39])=[O:11]. (7) Given the reactants [Cl:1][C:2]1[CH:7]=[CH:6][C:5]([NH:8][C:9]([CH:11]2[CH2:16][N:15]([C:17](=[O:29])[C:18]3[CH:23]=[CH:22][CH:21]=[C:20]([C:24]4[O:25][CH:26]=[CH:27][CH:28]=4)[CH:19]=3)[CH2:14][CH2:13][NH:12]2)=[O:10])=[CH:4][CH:3]=1.[C:30](O)(=[O:33])[CH2:31][CH3:32].Cl.CN(C)CCCN=C=NCC.C(N(CC)C(C)C)(C)C, predict the reaction product. The product is: [Cl:1][C:2]1[CH:7]=[CH:6][C:5]([NH:8][C:9]([CH:11]2[CH2:16][N:15]([C:17](=[O:29])[C:18]3[CH:23]=[CH:22][CH:21]=[C:20]([C:24]4[O:25][CH:26]=[CH:27][CH:28]=4)[CH:19]=3)[CH2:14][CH2:13][N:12]2[C:30](=[O:33])[CH2:31][CH3:32])=[O:10])=[CH:4][CH:3]=1.